This data is from M1 muscarinic receptor antagonist screen with 61,756 compounds. The task is: Binary Classification. Given a drug SMILES string, predict its activity (active/inactive) in a high-throughput screening assay against a specified biological target. (1) The drug is Clc1cc(N2CCN(CC2)C(=O)NC(=O)c2ccccc2)ccc1. The result is 0 (inactive). (2) The molecule is O(C(=O)C1C2(CCC(C1C(OC)=O)CC2)C(=O)Nc1ccccc1)C. The result is 0 (inactive). (3) The drug is S(CC(=O)c1c(n(c(c1)C)CCOC)C)c1nc(cc(c1C#N)C)C. The result is 0 (inactive). (4) The molecule is O1c2c(N(C(C(=O)NCCc3ccccc3)C)C(=O)C1)cc(cc2)C. The result is 0 (inactive). (5) The compound is S(CC(=O)N1CCCCC1)c1n(c(nn1)COc1c(OC)cccc1)c1ccccc1. The result is 0 (inactive). (6) The compound is s1c2c(n3c1nnc3SCC(=O)NCc1cc3OCOc3cc1)cccc2. The result is 0 (inactive). (7) The drug is O(C(=O)C(C1CCCCCC1)C(=O)Nc1ncccn1)C. The result is 0 (inactive). (8) The result is 0 (inactive). The drug is O1c2cc(Cn3nnnc3C(N3CCN(CC3)c3ccccc3)C(C)C)ccc2OC1. (9) The drug is N1(CCCCC1)CCNc1n2c(nc3c2cccc3)c(c(c1)C)C#N. The result is 0 (inactive). (10) The molecule is Brc1ccc(C(=O)CC2(O)c3c(N(C2=O)CC(OC)=O)cccc3)cc1. The result is 0 (inactive).